Dataset: Forward reaction prediction with 1.9M reactions from USPTO patents (1976-2016). Task: Predict the product of the given reaction. (1) Given the reactants C(=O)([O-])[O-].[K+].[K+].[Cl:7][C:8]1[CH:13]=[CH:12][C:11]([C:14]2[CH:19]=[CH:18][CH:17]=[C:16]([CH2:20]Cl)[CH:15]=2)=[C:10]([CH3:22])[CH:9]=1.[OH:23][C:24]1[CH:31]=[CH:30][C:27]([CH:28]=[O:29])=[CH:26][CH:25]=1, predict the reaction product. The product is: [Cl:7][C:8]1[CH:13]=[CH:12][C:11]([C:14]2[CH:19]=[CH:18][CH:17]=[C:16]([CH2:20][O:23][C:24]3[CH:31]=[CH:30][C:27]([CH:28]=[O:29])=[CH:26][CH:25]=3)[CH:15]=2)=[C:10]([CH3:22])[CH:9]=1. (2) Given the reactants [CH3:1][O:2][C:3]1[CH:4]=[C:5]2[O:9][C:8]([C:10]3[N:11]=[C:12]4[N:16]([CH:17]=3)[N:15]=[C:14]([O:18][CH3:19])[S:13]4)=[CH:7][C:6]2=[C:20]([OH:22])[CH:21]=1.O[CH2:24][C:25]1[N:26]=[C:27]([C:31]2([OH:37])[CH2:36][CH2:35][O:34][CH2:33][CH2:32]2)[S:28][C:29]=1[CH3:30].C(P(CCCC)CCCC)CCC.N(C(N1CCCCC1)=O)=NC(N1CCCCC1)=O, predict the reaction product. The product is: [CH3:1][O:2][C:3]1[CH:21]=[C:20]([O:22][CH2:24][C:25]2[N:26]=[C:27]([C:31]3([OH:37])[CH2:36][CH2:35][O:34][CH2:33][CH2:32]3)[S:28][C:29]=2[CH3:30])[C:6]2[CH:7]=[C:8]([C:10]3[N:11]=[C:12]4[N:16]([CH:17]=3)[N:15]=[C:14]([O:18][CH3:19])[S:13]4)[O:9][C:5]=2[CH:4]=1.